From a dataset of Forward reaction prediction with 1.9M reactions from USPTO patents (1976-2016). Predict the product of the given reaction. (1) Given the reactants [C:1]12([C:11]3[CH:12]=[C:13](B(O)O)[CH:14]=[CH:15][C:16]=3[O:17][CH3:18])[CH2:10][CH:5]3[CH2:6][CH:7]([CH2:9][CH:3]([CH2:4]3)[CH2:2]1)[CH2:8]2.FC(F)(F)S(O[C:28]1[CH:37]=[CH:36][C:35]2[C:30](=[CH:31][CH:32]=[C:33]([Br:38])[CH:34]=2)[CH:29]=1)(=O)=O.[O-]P([O-])([O-])=O.[K+].[K+].[K+].C1COCC1, predict the reaction product. The product is: [C:1]12([C:11]3[CH:12]=[C:13]([C:28]4[CH:29]=[C:30]5[C:35](=[CH:36][CH:37]=4)[CH:34]=[C:33]([Br:38])[CH:32]=[CH:31]5)[CH:14]=[CH:15][C:16]=3[O:17][CH3:18])[CH2:10][CH:5]3[CH2:6][CH:7]([CH2:9][CH:3]([CH2:4]3)[CH2:2]1)[CH2:8]2. (2) Given the reactants [N:1]1[CH:6]=[CH:5][CH:4]=[C:3]([CH:7]=O)[CH:2]=1.[NH2:9][C:10]1[CH:19]=[CH:18][C:13]([C:14]([O:16][CH3:17])=[O:15])=[CH:12][CH:11]=1.C1(C)C=CC(S(O)(=O)=O)=CC=1.[BH4-].[Na+], predict the reaction product. The product is: [CH3:17][O:16][C:14]([C:13]1[CH:18]=[CH:19][C:10]([NH:9][CH2:7][C:3]2[CH:2]=[N:1][CH:6]=[CH:5][CH:4]=2)=[CH:11][CH:12]=1)=[O:15]. (3) Given the reactants Br[C:2]1[S:6][C:5]([C:7]2[C:8](=[O:18])[O:9][C:10]3[C:15]([CH:16]=2)=[CH:14][CH:13]=[CH:12][C:11]=3[Cl:17])=[N:4][CH:3]=1.[CH3:19][C:20]1[CH:21]=[C:22]([CH:24]=[C:25]([CH3:27])[CH:26]=1)[NH2:23].C([O-])([O-])=O.[Cs+].[Cs+], predict the reaction product. The product is: [Cl:17][C:11]1[CH:12]=[CH:13][CH:14]=[C:15]2[C:10]=1[O:9][C:8](=[O:18])[C:7]([C:5]1[S:6][C:2]([NH:23][C:22]3[CH:24]=[C:25]([CH3:27])[CH:26]=[C:20]([CH3:19])[CH:21]=3)=[CH:3][N:4]=1)=[CH:16]2. (4) The product is: [Cl:14][C:15]1[CH:20]=[CH:19][C:18]([C:21]2[CH:22]=[CH:23][C:24]([C:27]#[C:28][C:29]3[CH:30]=[CH:31][C:32](/[C:35](/[CH3:44])=[CH:36]/[C@@H:37]([N:39]([CH2:40][CH:41]4[CH2:43][CH2:42]4)[CH2:2][CH2:3][CH3:4])[CH3:38])=[CH:33][CH:34]=3)=[N:25][CH:26]=2)=[CH:17][CH:16]=1. Given the reactants Br[CH2:2][CH2:3][CH3:4].C(N(C(C)C)C(C)C)C.[Cl:14][C:15]1[CH:20]=[CH:19][C:18]([C:21]2[CH:22]=[CH:23][C:24]([C:27]#[C:28][C:29]3[CH:34]=[CH:33][C:32](/[C:35](/[CH3:44])=[CH:36]/[C@@H:37]([NH:39][CH2:40][CH:41]4[CH2:43][CH2:42]4)[CH3:38])=[CH:31][CH:30]=3)=[N:25][CH:26]=2)=[CH:17][CH:16]=1.C(=O)(O)[O-].[Na+], predict the reaction product. (5) Given the reactants [CH3:1][C@H:2]1[C@H:7]([O:8][C:9]2[CH:14]=[CH:13][C:12]([C:15]([F:18])([F:17])[F:16])=[CH:11][N:10]=2)[CH2:6][CH2:5][CH2:4][N:3]1C(OC(C)(C)C)=O.C(O)(C(F)(F)F)=O, predict the reaction product. The product is: [CH3:1][C@H:2]1[C@H:7]([O:8][C:9]2[CH:14]=[CH:13][C:12]([C:15]([F:18])([F:16])[F:17])=[CH:11][N:10]=2)[CH2:6][CH2:5][CH2:4][NH:3]1.